From a dataset of Catalyst prediction with 721,799 reactions and 888 catalyst types from USPTO. Predict which catalyst facilitates the given reaction. (1) The catalyst class is: 1. Reactant: [OH:1][C@H:2]1[C@H:7]([N:8]2[C:12]3[CH:13]=[CH:14][C:15]([CH3:17])=[CH:16][C:11]=3[N:10]=[C:9]2[CH3:18])[CH2:6][CH2:5][N:4]([C:19]([O:21][C:22]([CH3:25])([CH3:24])[CH3:23])=[O:20])[CH2:3]1.[H-].[Na+].Br[CH2:29][C:30]([O:32][C:33]([CH3:36])([CH3:35])[CH3:34])=[O:31].[NH4+].[Cl-]. Product: [C:22]([O:21][C:19]([N:4]1[CH2:5][CH2:6][CH:7]([N:8]2[C:12]3[CH:13]=[CH:14][C:15]([CH3:17])=[CH:16][C:11]=3[N:10]=[C:9]2[CH3:18])[CH:2]([O:1][CH2:29][C:30]([O:32][C:33]([CH3:36])([CH3:35])[CH3:34])=[O:31])[CH2:3]1)=[O:20])([CH3:25])([CH3:24])[CH3:23]. (2) Reactant: [CH2:1]([O:8][C:9]1[C:18](=[O:19])[N:17]2[C:12]([C:13]([CH3:21])([CH3:20])[O:14][CH2:15][CH2:16]2)=[N:11][C:10]=1[C:22]([NH2:24])=O)[C:2]1[CH:7]=[CH:6][CH:5]=[CH:4][CH:3]=1.COC1C=CC(P2(SP(C3C=CC(OC)=CC=3)(=S)S2)=[S:34])=CC=1. Product: [CH2:1]([O:8][C:9]1[C:18](=[O:19])[N:17]2[C:12]([C:13]([CH3:21])([CH3:20])[O:14][CH2:15][CH2:16]2)=[N:11][C:10]=1[C:22](=[S:34])[NH2:24])[C:2]1[CH:7]=[CH:6][CH:5]=[CH:4][CH:3]=1. The catalyst class is: 1. (3) Reactant: FC(F)(F)C(O)=O.[C:8]([C:10]1[CH:11]=[C:12]([NH:16][C:17]2[C:26]3[C:21](=[CH:22][CH:23]=[C:24]([NH:27][C:28](=[O:36])[CH:29]=[C:30]4[CH2:35][CH2:34][NH:33][CH2:32][CH2:31]4)[CH:25]=3)[N:20]=[CH:19][N:18]=2)[CH:13]=[CH:14][CH:15]=1)#[CH:9]. Product: [C:8]([C:10]1[CH:11]=[C:12]([NH:16][C:17]2[C:26]3[C:21](=[CH:22][CH:23]=[C:24]([NH:27][C:28](=[O:36])[CH:29]=[C:30]4[CH2:35][CH2:34][NH:33][CH2:32][CH2:31]4)[CH:25]=3)[N:20]=[CH:19][N:18]=2)[CH:13]=[CH:14][CH:15]=1)#[CH:9]. The catalyst class is: 13. (4) Reactant: [CH2:1]([O:8][C:9]([N:11]1[CH2:20][CH2:19][C:18]2[C:17](Cl)=[N:16][C:15]([S:22][CH3:23])=[N:14][C:13]=2[CH2:12]1)=[O:10])[C:2]1[CH:7]=[CH:6][CH:5]=[CH:4][CH:3]=1.C(N(CC)CC)C.[CH:31]1([C:34]2[NH:38][N:37]=[C:36]([NH2:39])[CH:35]=2)[CH2:33][CH2:32]1. Product: [CH2:1]([O:8][C:9]([N:11]1[CH2:20][CH2:19][C:18]2[C:17]([NH:39][C:36]3[CH:35]=[C:34]([CH:31]4[CH2:33][CH2:32]4)[NH:38][N:37]=3)=[N:16][C:15]([S:22][CH3:23])=[N:14][C:13]=2[CH2:12]1)=[O:10])[C:2]1[CH:7]=[CH:6][CH:5]=[CH:4][CH:3]=1. The catalyst class is: 179. (5) Reactant: C[O:2][C:3](=[O:44])[CH2:4][O:5][C:6]1[CH:11]=[CH:10][C:9]([O:12][CH2:13][C:14]#[C:15][C:16]2[CH:21]=[C:20]([C:22]#[C:23][C:24]3[CH:29]=[CH:28][C:27]([C:30]([F:33])([F:32])[F:31])=[CH:26][CH:25]=3)[CH:19]=[C:18]([C:34]#[C:35][CH2:36][N:37]3[CH2:42][CH2:41][O:40][CH2:39][CH2:38]3)[CH:17]=2)=[CH:8][C:7]=1[CH3:43].[Li+].[OH-].O.Cl. Product: [CH3:43][C:7]1[CH:8]=[C:9]([O:12][CH2:13][C:14]#[C:15][C:16]2[CH:21]=[C:20]([C:22]#[C:23][C:24]3[CH:29]=[CH:28][C:27]([C:30]([F:33])([F:32])[F:31])=[CH:26][CH:25]=3)[CH:19]=[C:18]([C:34]#[C:35][CH2:36][N:37]3[CH2:42][CH2:41][O:40][CH2:39][CH2:38]3)[CH:17]=2)[CH:10]=[CH:11][C:6]=1[O:5][CH2:4][C:3]([OH:44])=[O:2]. The catalyst class is: 36. (6) Reactant: [CH3:1][C:2]1[CH:11]=[CH:10][C:5]([C:6]([O:8][CH3:9])=[O:7])=[C:4]([C:12]2[CH:17]=[CH:16][CH:15]=[CH:14][CH:13]=2)[CH:3]=1.[Br:18]N1C(=O)CCC1=O.N(C(C)(C)C#N)=NC(C)(C)C#N.C(OOC(=O)C1C=CC=CC=1)(=O)C1C=CC=CC=1. Product: [Br:18][CH2:1][C:2]1[CH:11]=[CH:10][C:5]([C:6]([O:8][CH3:9])=[O:7])=[C:4]([C:12]2[CH:17]=[CH:16][CH:15]=[CH:14][CH:13]=2)[CH:3]=1. The catalyst class is: 53. (7) Product: [Cl:1][C:2]1[C:9]([CH3:10])=[C:8]([N:11]2[C@H:15]([C:16]([F:17])([F:18])[F:19])[C@@H:14]3[C:20](=[N:32][OH:33])[CH2:21][CH2:22][N:13]3[C:12]2=[O:24])[CH:7]=[CH:6][C:3]=1[C:4]#[N:5]. Reactant: [Cl:1][C:2]1[C:9]([CH3:10])=[C:8]([N:11]2[C@H:15]([C:16]([F:19])([F:18])[F:17])[C@@H:14]3[C:20](=O)[CH2:21][CH2:22][N:13]3[C:12]2=[O:24])[CH:7]=[CH:6][C:3]=1[C:4]#[N:5].N1C=CC=CC=1.Cl.[NH2:32][OH:33]. The catalyst class is: 24. (8) Reactant: C(OC(=O)[NH:7][CH2:8][C:9]1[CH:14]=[CH:13][C:12]([C:15](=[O:34])[NH:16][C:17]2[CH:26]=[CH:25][C:24]3[CH2:23][CH2:22][CH2:21][CH:20]([N:27]4[CH2:32][CH2:31][N:30]([CH3:33])[CH2:29][CH2:28]4)[C:19]=3[CH:18]=2)=[CH:11][CH:10]=1)(C)(C)C.Cl. Product: [NH2:7][CH2:8][C:9]1[CH:10]=[CH:11][C:12]([C:15]([NH:16][C:17]2[CH:26]=[CH:25][C:24]3[CH2:23][CH2:22][CH2:21][CH:20]([N:27]4[CH2:28][CH2:29][N:30]([CH3:33])[CH2:31][CH2:32]4)[C:19]=3[CH:18]=2)=[O:34])=[CH:13][CH:14]=1. The catalyst class is: 363. (9) Reactant: [CH2:1]([O:3][C:4](=[O:17])[CH2:5][C:6]1[C:15]2[C:10](=[CH:11][CH:12]=[CH:13][CH:14]=2)[CH:9]=[C:8]([OH:16])[CH:7]=1)[CH3:2].N1C=CC=CC=1.[F:24][C:25]([F:38])([F:37])[S:26](O[S:26]([C:25]([F:38])([F:37])[F:24])(=[O:28])=[O:27])(=[O:28])=[O:27]. Product: [CH2:1]([O:3][C:4](=[O:17])[CH2:5][C:6]1[C:15]2[C:10](=[CH:11][CH:12]=[CH:13][CH:14]=2)[CH:9]=[C:8]([O:16][S:26]([C:25]([F:38])([F:37])[F:24])(=[O:28])=[O:27])[CH:7]=1)[CH3:2]. The catalyst class is: 2. (10) Reactant: [CH:1]1([C:4]2[N:8]=[C:7]([C:9]3[C:17]4[CH2:16][CH2:15][O:14][CH2:13][C:12]=4[S:11][C:10]=3[NH:18]C(C3CCCC=3C(O)=O)=O)[O:6][N:5]=2)[CH2:3][CH2:2]1.[C:29]([O:33][C:34]([C:36]1[C:37]([C:42]([OH:44])=O)=[N:38][NH:39][C:40]=1[CH3:41])=[O:35])([CH3:32])([CH3:31])[CH3:30].F[B-](F)(F)F.BrC1C=CC=C[N+]=1CC.CCN(C(C)C)C(C)C. Product: [CH:1]1([C:4]2[N:8]=[C:7]([C:9]3[C:17]4[CH2:16][CH2:15][O:14][CH2:13][C:12]=4[S:11][C:10]=3[NH:18][C:42]([C:37]3[C:36]([C:34]([O:33][C:29]([CH3:30])([CH3:31])[CH3:32])=[O:35])=[C:40]([CH3:41])[NH:39][N:38]=3)=[O:44])[O:6][N:5]=2)[CH2:3][CH2:2]1. The catalyst class is: 2.